From a dataset of Full USPTO retrosynthesis dataset with 1.9M reactions from patents (1976-2016). Predict the reactants needed to synthesize the given product. (1) Given the product [C:74]([N:71]1[CH2:72][CH2:73][CH:68]([C:51]2[CH:50]=[C:49]([O:25][C:22]3[CH:23]=[CH:24][C:19]([O:18][C:15]4[CH:14]=[CH:13][C:12]([CH3:26])=[CH:17][CH:16]=4)=[CH:20][CH:21]=3)[C:48]([C:45]([NH2:46])=[O:47])=[CH:53][N:52]=2)[CH2:70]1)(=[O:76])[CH:2]=[CH2:3], predict the reactants needed to synthesize it. The reactants are: Cl[C:2]1C(C(N)=O)=CN=C(Cl)[CH:3]=1.[C:12]1([CH3:26])[CH:17]=[CH:16][C:15]([O:18][C:19]2[CH:24]=[CH:23][C:22]([OH:25])=[CH:21][CH:20]=2)=[CH:14][CH:13]=1.C(OC(=O)N[C@H]1CCNC1)(C)(C)C.C(O)(=O)C=C.[C:45]([C:48]1[CH:49]=[CH:50][C:51]([C:68]2[CH2:73][CH2:72][N:71]([C:74]([O:76]C(C)(C)C)=O)[CH2:70]C=2)=[N:52][C:53]=1NC1C=CC(CCN2CCCC2)=CC=1)(=[O:47])[NH2:46]. (2) Given the product [CH3:1][N:2]1[C:6](=[O:11])[CH2:7][C:8](=[O:9])[NH:5][C:3]1=[O:4], predict the reactants needed to synthesize it. The reactants are: [CH3:1][NH:2][C:3]([NH2:5])=[O:4].[C:6](O)(=[O:11])[CH2:7][C:8](O)=[O:9].C(OC(=O)C)(=O)C. (3) Given the product [N:17]1[CH:18]=[CH:19][C:14]([CH2:13][N:8]2[C:9]3[C:5](=[C:4]([NH2:1])[CH:12]=[CH:11][CH:10]=3)[CH:6]=[CH:7]2)=[CH:15][CH:16]=1, predict the reactants needed to synthesize it. The reactants are: [N+:1]([C:4]1[CH:12]=[CH:11][CH:10]=[C:9]2[C:5]=1[CH:6]=[CH:7][N:8]2[CH2:13][C:14]1[CH:19]=[CH:18][N:17]=[CH:16][CH:15]=1)([O-])=O.